Task: Predict which catalyst facilitates the given reaction.. Dataset: Catalyst prediction with 721,799 reactions and 888 catalyst types from USPTO (1) Reactant: [Br:1][C:2]1[CH:7]=[CH:6][N:5]=[C:4]([C:8]([OH:11])([CH3:10])[CH3:9])[CH:3]=1.[Si:12](Cl)([C:15]([CH3:18])([CH3:17])[CH3:16])([CH3:14])[CH3:13].N1C=CN=C1. Product: [Br:1][C:2]1[CH:7]=[CH:6][N:5]=[C:4]([C:8]([O:11][Si:12]([C:15]([CH3:18])([CH3:17])[CH3:16])([CH3:14])[CH3:13])([CH3:9])[CH3:10])[CH:3]=1. The catalyst class is: 3. (2) Reactant: [C:1]([C:4]1[C:12]2[C:7](=[CH:8][CH:9]=[C:10]([C:13]([O:15][CH3:16])=[O:14])[CH:11]=2)[N:6]([CH2:17][C:18]([O:20]C(C)(C)C)=[O:19])[CH:5]=1)(=[O:3])[CH3:2]. Product: [C:1]([C:4]1[C:12]2[C:7](=[CH:8][CH:9]=[C:10]([C:13]([O:15][CH3:16])=[O:14])[CH:11]=2)[N:6]([CH2:17][C:18]([OH:20])=[O:19])[CH:5]=1)(=[O:3])[CH3:2]. The catalyst class is: 89. (3) Reactant: [OH-].[Na+].O.C([O:6][C:7](=[O:32])[C:8]1[CH:13]=[CH:12][C:11]([O:14][CH2:15][CH2:16][CH2:17][CH2:18][N:19]2[CH2:24][CH2:23][N:22]([CH2:25][CH2:26][C:27]([CH3:30])([CH3:29])[CH3:28])[CH2:21][CH2:20]2)=[C:10]([F:31])[CH:9]=1)C. Product: [CH3:28][C:27]([CH3:30])([CH3:29])[CH2:26][CH2:25][N:22]1[CH2:21][CH2:20][N:19]([CH2:18][CH2:17][CH2:16][CH2:15][O:14][C:11]2[CH:12]=[CH:13][C:8]([C:7]([OH:32])=[O:6])=[CH:9][C:10]=2[F:31])[CH2:24][CH2:23]1. The catalyst class is: 12. (4) Reactant: C([O:3][C:4](=O)[CH2:5][O:6][C:7]1[CH:12]=[C:11]([CH:13]2[C:17]3[C:18]([CH3:32])=[C:19]([NH:24][C:25](=[O:31])[CH2:26][C:27]([CH3:30])([CH3:29])[CH3:28])[C:20]([CH3:23])=[C:21]([CH3:22])[C:16]=3[O:15][CH2:14]2)[CH:10]=[CH:9][C:8]=1[CH:33]([CH3:35])[CH3:34])C.[Li].O. Product: [OH:3][CH2:4][CH2:5][O:6][C:7]1[CH:12]=[C:11]([CH:13]2[C:17]3[C:18]([CH3:32])=[C:19]([NH:24][C:25](=[O:31])[CH2:26][C:27]([CH3:30])([CH3:29])[CH3:28])[C:20]([CH3:23])=[C:21]([CH3:22])[C:16]=3[O:15][CH2:14]2)[CH:10]=[CH:9][C:8]=1[CH:33]([CH3:34])[CH3:35]. The catalyst class is: 1.